From a dataset of Catalyst prediction with 721,799 reactions and 888 catalyst types from USPTO. Predict which catalyst facilitates the given reaction. Reactant: [F-].C([N+](CCCC)(CCCC)CCCC)CCC.C([Si](C)(C)[O:24][CH2:25][CH2:26][N:27]([C:45]1[CH:50]=[CH:49][CH:48]=[C:47]([CH3:51])[N:46]=1)[S:28]([C:31]1[CH:36]=[CH:35][C:34]([C:37]2[CH:42]=[CH:41][C:40]([C:43]#[N:44])=[CH:39][CH:38]=2)=[CH:33][CH:32]=1)(=[O:30])=[O:29])(C)(C)C.[Cl-].[Na+].Cl. Product: [OH:24][CH2:25][CH2:26][N:27]([C:45]1[CH:50]=[CH:49][CH:48]=[C:47]([CH3:51])[N:46]=1)[S:28]([C:31]1[CH:32]=[CH:33][C:34]([C:37]2[CH:42]=[CH:41][C:40]([C:43]#[N:44])=[CH:39][CH:38]=2)=[CH:35][CH:36]=1)(=[O:29])=[O:30]. The catalyst class is: 7.